Dataset: Catalyst prediction with 721,799 reactions and 888 catalyst types from USPTO. Task: Predict which catalyst facilitates the given reaction. (1) Reactant: Br.Br[C:3]1[S:7][C:6]([NH2:8])=[N:5][CH:4]=1.C(=O)([O-])[O-].[K+].[K+].CN(C=O)C.[C:20]([O:24][CH2:25][CH3:26])(=[O:23])[CH2:21][SH:22]. Product: [NH2:8][C:6]1[S:7][C:3]([S:22][CH2:21][C:20]([O:24][CH2:25][CH3:26])=[O:23])=[CH:4][N:5]=1. The catalyst class is: 13. (2) Reactant: [N:1]1([C:10]2[CH:15]=[C:14]([C:16]3[S:17][C:18]4[C:24]([C:25]5[CH:30]=[CH:29][C:28]([Cl:31])=[CH:27][CH:26]=5)=[C:23]([C@H:32]([O:38][C:39]([CH3:42])([CH3:41])[CH3:40])[C:33]([O:35]CC)=[O:34])[C:22]([CH3:43])=[CH:21][C:19]=4[N:20]=3)[CH:13]=[CH:12][N:11]=2)[C:9]2[C:4](=[CH:5][CH:6]=[CH:7][CH:8]=2)[CH:3]=[N:2]1.[OH-].[Na+]. Product: [N:1]1([C:10]2[CH:15]=[C:14]([C:16]3[S:17][C:18]4[C:24]([C:25]5[CH:30]=[CH:29][C:28]([Cl:31])=[CH:27][CH:26]=5)=[C:23]([C@H:32]([O:38][C:39]([CH3:41])([CH3:40])[CH3:42])[C:33]([OH:35])=[O:34])[C:22]([CH3:43])=[CH:21][C:19]=4[N:20]=3)[CH:13]=[CH:12][N:11]=2)[C:9]2[C:4](=[CH:5][CH:6]=[CH:7][CH:8]=2)[CH:3]=[N:2]1. The catalyst class is: 36. (3) Reactant: [CH:1]1([S:7]([N:10]2[C:14]([C:15]3[C:16]([F:21])=[N:17][CH:18]=[CH:19][CH:20]=3)=[C:13]([F:22])[C:12]([CH2:23][N:24](C)[C:25](=O)OC(C)(C)C)=[CH:11]2)(=[O:9])=[O:8])[CH2:6][CH2:5][CH2:4][CH2:3][CH2:2]1.C(OCC)(=O)C.[ClH:39]. Product: [ClH:39].[CH:1]1([S:7]([N:10]2[C:14]([C:15]3[C:16]([F:21])=[N:17][CH:18]=[CH:19][CH:20]=3)=[C:13]([F:22])[C:12]([CH2:23][NH:24][CH3:25])=[CH:11]2)(=[O:9])=[O:8])[CH2:2][CH2:3][CH2:4][CH2:5][CH2:6]1. The catalyst class is: 5. (4) Reactant: [OH:1][C:2]1[C:10]2[C:9]([CH2:11][CH2:12][C:13]3[CH:18]=[CH:17][CH:16]=[CH:15][CH:14]=3)=[CH:8][S:7][C:6]=2[CH:5]=[CH:4][CH:3]=1.[C:19]([O:22][C@@H:23]1[C@@H:35]([O:36][C:37](=[O:39])[CH3:38])[C@H:34]([O:40][C:41](=[O:43])[CH3:42])[C@@H:33]([CH2:44][O:45][C:46](=[O:48])[CH3:47])[O:32][C@@H:24]1OC(=N)C(Cl)(Cl)Cl)(=[O:21])[CH3:20]. Product: [C:19]([O:22][C@@H:23]1[C@@H:35]([O:36][C:37](=[O:39])[CH3:38])[C@H:34]([O:40][C:41](=[O:43])[CH3:42])[C@@H:33]([CH2:44][O:45][C:46](=[O:48])[CH3:47])[O:32][C@H:24]1[O:1][C:2]1[C:10]2[C:9]([CH2:11][CH2:12][C:13]3[CH:14]=[CH:15][CH:16]=[CH:17][CH:18]=3)=[CH:8][S:7][C:6]=2[CH:5]=[CH:4][CH:3]=1)(=[O:21])[CH3:20]. The catalyst class is: 4. (5) Reactant: [N:1]1[CH:2]=[CH:3][N:4]2[C:9]=1[CH:8]=[CH:7][C:6]([C:10](OC)=[O:11])=[N:5]2.[BH4-].[Na+]. Product: [N:1]1[CH:2]=[CH:3][N:4]2[C:9]=1[CH:8]=[CH:7][C:6]([CH2:10][OH:11])=[N:5]2. The catalyst class is: 8. (6) Reactant: [S:1]1[C:5]2[C:6](=[O:10])[NH:7][CH2:8][CH2:9][C:4]=2[CH:3]=[CH:2]1.[Br:11]Br. Product: [Br:11][C:2]1[S:1][C:5]2[C:6](=[O:10])[NH:7][CH2:8][CH2:9][C:4]=2[CH:3]=1. The catalyst class is: 313. (7) Reactant: [CH3:1][C:2]1[C:3]([N+:14]([O-])=O)=[C:4]([C:8]2[NH:13][CH2:12][CH2:11][O:10][N:9]=2)[CH:5]=[CH:6][CH:7]=1. Product: [O:10]1[CH2:11][CH2:12][NH:13][C:8]([C:4]2[CH:5]=[CH:6][CH:7]=[C:2]([CH3:1])[C:3]=2[NH2:14])=[N:9]1. The catalyst class is: 29.